Dataset: Catalyst prediction with 721,799 reactions and 888 catalyst types from USPTO. Task: Predict which catalyst facilitates the given reaction. Reactant: [CH3:1][O:2][C:3](=[O:26])[C@H:4]([CH2:22][CH2:23][S:24][CH3:25])[NH:5][C:6](=[O:21])[C:7]1[CH:12]=[CH:11][C:10]([CH:13]=O)=[CH:9][C:8]=1[C:15]1[CH:20]=[CH:19][CH:18]=[CH:17][CH:16]=1.[NH2:27][C:28]1[CH:33]=[CH:32][CH:31]=[CH:30][N:29]=1.[BH3-]C#N.[Na+].C([O-])(O)=O.[Na+]. Product: [CH3:1][O:2][C:3](=[O:26])[C@H:4]([CH2:22][CH2:23][S:24][CH3:25])[NH:5][C:6](=[O:21])[C:7]1[CH:12]=[CH:11][C:10](=[CH:13][C:33]2[C:28]([NH2:27])=[N:29][CH:30]=[CH:31][CH:32]=2)[CH2:9][C:8]=1[C:15]1[CH:16]=[CH:17][CH:18]=[CH:19][CH:20]=1. The catalyst class is: 130.